This data is from Reaction yield outcomes from USPTO patents with 853,638 reactions. The task is: Predict the reaction yield, written as a fraction of the theoretical maximum amount of product (1.0 means a 100% yield; for example, 0.34 means a 34% yield). (1) The reactants are Cl.[Cl:2][C:3]1[CH:8]=[CH:7][N:6]=[C:5]([C:9]([O:11]C)=O)[CH:4]=1.[Cl-].[NH4+:14].CCOC(C)=O.O. The catalyst is N. The product is [Cl:2][C:3]1[CH:8]=[CH:7][N:6]=[C:5]([C:9]([NH2:14])=[O:11])[CH:4]=1. The yield is 0.803. (2) The reactants are [C@@H:1]1([NH:10][C:11]2[C:12]3[CH:19]=[CH:18][N:17]([C@H:20]4[C@@H:24]5[O:25]C(C)(C)[O:27][C@@H:23]5[C@H:22]([CH2:30][OH:31])[CH2:21]4)[C:13]=3[N:14]=[CH:15][N:16]=2)[C:9]2[C:4](=[CH:5][CH:6]=[CH:7][CH:8]=2)[CH2:3][CH2:2]1.N1C=CC=CC=1.Cl[S:39]([NH2:42])(=[O:41])=[O:40]. The catalyst is C(C#N)(C)=O.C(Cl)Cl. The product is [S:39](=[O:41])(=[O:40])([O:31][CH2:30][C@@H:22]1[CH2:21][C@@H:20]([N:17]2[C:13]3[N:14]=[CH:15][N:16]=[C:11]([NH:10][C@@H:1]4[C:9]5[C:4](=[CH:5][CH:6]=[CH:7][CH:8]=5)[CH2:3][CH2:2]4)[C:12]=3[CH:19]=[CH:18]2)[C@H:24]([OH:25])[C@@H:23]1[OH:27])[NH2:42]. The yield is 0.460. (3) The reactants are [Cl:1][C:2]1[CH:23]=[CH:22][C:5]([CH2:6][NH:7][CH2:8][CH:9]2[CH2:14][CH2:13][N:12]([C:15]([O:17][C:18]([CH3:21])([CH3:20])[CH3:19])=[O:16])[CH2:11][CH2:10]2)=[CH:4][CH:3]=1.C(N(CC)CC)C.[C:31](OC(=O)C)(=[O:33])[CH3:32].C(OCC)(=O)C. The catalyst is O1CCCC1.CCCCCC. The product is [C:31]([N:7]([CH2:8][CH:9]1[CH2:14][CH2:13][N:12]([C:15]([O:17][C:18]([CH3:19])([CH3:20])[CH3:21])=[O:16])[CH2:11][CH2:10]1)[CH2:6][C:5]1[CH:22]=[CH:23][C:2]([Cl:1])=[CH:3][CH:4]=1)(=[O:33])[CH3:32]. The yield is 0.910. (4) The reactants are [CH2:1]([O:3][C:4](=[O:18])[C:5]1[CH:10]=[C:9]([N+:11]([O-:13])=[O:12])[CH:8]=[C:7]([N+:14]([O-:16])=[O:15])[C:6]=1[CH3:17])[CH3:2].CO[CH:21]([N:24]([CH3:26])[CH3:25])OC. The catalyst is CN(C=O)C. The product is [CH2:1]([O:3][C:4](=[O:18])[C:5]1[CH:10]=[C:9]([N+:11]([O-:13])=[O:12])[CH:8]=[C:7]([N+:14]([O-:16])=[O:15])[C:6]=1[CH:17]=[CH:21][N:24]([CH3:26])[CH3:25])[CH3:2]. The yield is 0.480. (5) The reactants are Cl[C:2]1[CH:7]=[C:6]([NH:8][CH:9]2[CH2:18][C:17]3[CH:16]=[C:15]([C:19]([O:21][CH3:22])=[O:20])[CH:14]=[CH:13][C:12]=3[CH2:11][CH2:10]2)[CH:5]=[CH:4][N:3]=1. The catalyst is C(O)C.CCOC(C)=O.[Pd]. The product is [N:3]1[CH:4]=[CH:5][C:6]([NH:8][CH:9]2[CH2:18][C:17]3[CH:16]=[C:15]([C:19]([O:21][CH3:22])=[O:20])[CH:14]=[CH:13][C:12]=3[CH2:11][CH2:10]2)=[CH:7][CH:2]=1. The yield is 0.270. (6) The reactants are [CH3:1][O:2][CH2:3][O:4][C:5]1[CH:12]=[CH:11][C:8]([CH:9]=[O:10])=[CH:7][C:6]=1[CH:13]=[CH2:14].C1C[O:18]CC1. No catalyst specified. The product is [OH:10][CH2:9][C:8]1[CH:11]=[CH:12][C:5]([O:4][CH2:3][O:2][CH3:1])=[C:6]([CH2:13][CH2:14][OH:18])[CH:7]=1. The yield is 0.595. (7) The reactants are [NH2:1][C:2]1[NH:7][C:6](=O)[C:5]([C:9]2[CH:14]=[CH:13][N:12]=[CH:11][CH:10]=2)=[C:4]([C:15]2[CH:20]=[CH:19][CH:18]=[C:17]([F:21])[CH:16]=2)[N:3]=1.P(Cl)(Cl)([Cl:24])=O. No catalyst specified. The product is [Cl:24][C:6]1[C:5]([C:9]2[CH:14]=[CH:13][N:12]=[CH:11][CH:10]=2)=[C:4]([C:15]2[CH:20]=[CH:19][CH:18]=[C:17]([F:21])[CH:16]=2)[N:3]=[C:2]([NH2:1])[N:7]=1. The yield is 0.480.